This data is from Peptide-MHC class I binding affinity with 185,985 pairs from IEDB/IMGT. The task is: Regression. Given a peptide amino acid sequence and an MHC pseudo amino acid sequence, predict their binding affinity value. This is MHC class I binding data. (1) The peptide sequence is TPALAARGF. The MHC is HLA-A01:01 with pseudo-sequence HLA-A01:01. The binding affinity (normalized) is 0.0847. (2) The peptide sequence is NSDDYTADE. The MHC is HLA-A11:01 with pseudo-sequence HLA-A11:01. The binding affinity (normalized) is 0.0847.